This data is from Forward reaction prediction with 1.9M reactions from USPTO patents (1976-2016). The task is: Predict the product of the given reaction. (1) The product is: [NH2:39]/[C:38](=[N:50]\[OH:51])/[C:40]1[CH:48]=[CH:47][C:43]([C:44]([NH:11][C@@H:12]([CH3:28])[C:13]([N:15]2[CH2:20][CH2:19][CH:18]([O:21][CH2:22][C:23]([O:25][CH2:26][CH3:27])=[O:24])[CH2:17][CH2:16]2)=[O:14])=[O:45])=[CH:42][CH:41]=1. Given the reactants C(OC([NH:11][C@@H:12]([CH3:28])[C:13]([N:15]1[CH2:20][CH2:19][CH:18]([O:21][CH2:22][C:23]([O:25][CH2:26][CH3:27])=[O:24])[CH2:17][CH2:16]1)=[O:14])=O)C1C=CC=CC=1.[H][H].C(N(CC)CC)C.[C:38]([C:40]1[CH:48]=[CH:47][C:43]([C:44](Cl)=[O:45])=[CH:42][CH:41]=1)#[N:39].Cl.[NH2:50][OH:51].Cl, predict the reaction product. (2) Given the reactants [O:1]1[C:5]2[CH:6]=[CH:7][C:8]([CH2:10][C:11]([OH:13])=[O:12])=[CH:9][C:4]=2[O:3][CH2:2]1.[Li+].C[Si]([N-][Si](C)(C)C)(C)C.I[CH2:25][CH:26]([CH3:28])[CH3:27], predict the reaction product. The product is: [O:1]1[C:5]2[CH:6]=[CH:7][C:8]([CH:10]([CH2:25][CH:26]([CH3:28])[CH3:27])[C:11]([OH:13])=[O:12])=[CH:9][C:4]=2[O:3][CH2:2]1. (3) Given the reactants [CH:1]([N:4]1[C:13]2[C:8](=[C:9]([CH3:14])[CH:10]=[CH:11][CH:12]=2)[CH:7]=[C:6]([C:15]([NH:17][CH2:18][CH:19]2[CH2:24][CH2:23][NH:22][CH2:21][CH2:20]2)=[O:16])[C:5]1=[O:25])([CH3:3])[CH3:2].I[CH2:27][CH:28]1[CH2:33][CH2:32][N:31]([C:34]([O:36][C:37]([CH3:40])([CH3:39])[CH3:38])=[O:35])[CH2:30][CH2:29]1.C(=O)([O-])[O-].[K+].[K+].O, predict the reaction product. The product is: [CH:1]([N:4]1[C:13]2[C:8](=[C:9]([CH3:14])[CH:10]=[CH:11][CH:12]=2)[CH:7]=[C:6]([C:15]([NH:17][CH2:18][CH:19]2[CH2:24][CH2:23][N:22]([CH2:27][CH:28]3[CH2:33][CH2:32][N:31]([C:34]([O:36][C:37]([CH3:38])([CH3:40])[CH3:39])=[O:35])[CH2:30][CH2:29]3)[CH2:21][CH2:20]2)=[O:16])[C:5]1=[O:25])([CH3:3])[CH3:2].